From a dataset of Reaction yield outcomes from USPTO patents with 853,638 reactions. Predict the reaction yield, written as a fraction of the theoretical maximum amount of product (1.0 means a 100% yield; for example, 0.34 means a 34% yield). (1) The reactants are [OH-].[Na+].[C:11](O[C:11]([O:13][C:14]([CH3:17])([CH3:16])[CH3:15])=[O:12])([O:13][C:14]([CH3:17])([CH3:16])[CH3:15])=[O:12].[Br:18][C:19]1[CH:24]=[C:23]([F:25])[CH:22]=[CH:21][C:20]=1[C:26]1([NH2:29])[CH2:28][CH2:27]1. The catalyst is C(O)(C)(C)C.O. The product is [Br:18][C:19]1[CH:24]=[C:23]([F:25])[CH:22]=[CH:21][C:20]=1[C:26]1([NH:29][C:11](=[O:12])[O:13][C:14]([CH3:15])([CH3:16])[CH3:17])[CH2:27][CH2:28]1. The yield is 0.890. (2) The reactants are Cl[C:2]1[N:7]=[C:6]([NH:8][C:9]2[CH:10]=[C:11]([CH:30]=[CH:31][CH:32]=2)[C:12]([NH:14][CH2:15][C:16]2[CH:17]=[C:18]([NH:22]C(=O)OC(C)(C)C)[CH:19]=[CH:20][CH:21]=2)=[O:13])[C:5]([Cl:33])=[CH:4][N:3]=1.Cl. The catalyst is COCCO.O1CCOCC1.C([O-])([O-])=O.[Na+].[Na+]. The product is [Cl:33][C:5]1[CH:4]=[N:3][C:2]2[NH:22][C:18]3[CH:19]=[CH:20][CH:21]=[C:16]([CH:17]=3)[CH2:15][NH:14][C:12](=[O:13])[C:11]3[CH:10]=[C:9]([NH:8][C:6]=1[N:7]=2)[CH:32]=[CH:31][CH:30]=3. The yield is 0.620. (3) The reactants are [C:1]([C:5]1[CH:12]=[CH:11][C:10]([N+:13]([O-])=O)=[CH:9][C:6]=1[C:7]#[N:8])([CH3:4])([CH3:3])[CH3:2].C([O-])=O.[NH4+]. The catalyst is CCO.[Pd]. The product is [C:1]([C:5]1[CH:12]=[CH:11][C:10]([NH2:13])=[CH:9][C:6]=1[C:7]#[N:8])([CH3:4])([CH3:2])[CH3:3]. The yield is 0.910. (4) The reactants are Cl.[CH3:2][O:3][C:4]([C:6]1([NH2:10])[CH2:9][CH2:8][CH2:7]1)=[O:5].[N+:11]([C:14]1[CH:19]=[CH:18][CH:17]=[CH:16][C:15]=1[S:20](Cl)(=[O:22])=[O:21])([O-:13])=[O:12].C(N(CC)CC)C.O. The catalyst is C(Cl)Cl. The product is [CH3:2][O:3][C:4]([C:6]1([NH:10][S:20]([C:15]2[CH:16]=[CH:17][CH:18]=[CH:19][C:14]=2[N+:11]([O-:13])=[O:12])(=[O:21])=[O:22])[CH2:9][CH2:8][CH2:7]1)=[O:5]. The yield is 0.900.